From a dataset of Full USPTO retrosynthesis dataset with 1.9M reactions from patents (1976-2016). Predict the reactants needed to synthesize the given product. The reactants are: Cl[S:2]([N:5]=[C:6]=[O:7])(=[O:4])=[O:3].Br[CH2:9][CH2:10][OH:11].[N:12]1[CH:17]=[CH:16][CH:15]=[N:14][C:13]=1[NH2:18].C(N(CC)CC)C. Given the product [O:7]=[C:6]1[N:5]([S:2]([NH:18][C:13]2[N:14]=[CH:15][CH:16]=[CH:17][N:12]=2)(=[O:4])=[O:3])[CH2:9][CH2:10][O:11]1, predict the reactants needed to synthesize it.